This data is from Full USPTO retrosynthesis dataset with 1.9M reactions from patents (1976-2016). The task is: Predict the reactants needed to synthesize the given product. (1) Given the product [C:1]([S:4][CH:5]1[CH2:10][CH2:9][N:8]([CH:11]([C:17]2[CH:22]=[CH:21][CH:20]=[CH:19][C:18]=2[F:23])[C:12]([CH:14]2[CH2:15][CH2:16]2)=[O:13])[CH2:7]/[C:6]/1=[CH:24]\[CH2:25][N:64]1[CH2:65][CH2:66][CH:61]([CH2:60][C:58]([O:57][CH2:55][CH3:56])=[O:59])[CH2:62][CH2:63]1)(=[O:3])[CH3:2], predict the reactants needed to synthesize it. The reactants are: [C:1]([S:4][CH:5]1[CH2:10][CH2:9][N:8]([CH:11]([C:17]2[CH:22]=[CH:21][CH:20]=[CH:19][C:18]=2[F:23])[C:12]([CH:14]2[CH2:16][CH2:15]2)=[O:13])[CH2:7]/[C:6]/1=[CH:24]\[CH2:25]O)(=[O:3])[CH3:2].C1(C)C=CC(S(OS(C2C=CC(C)=CC=2)(=O)=O)(=O)=O)=CC=1.C(N(CC)CC)C.[CH2:55]([O:57][C:58]([CH2:60][CH:61]1[CH2:66][CH2:65][NH:64][CH2:63][CH2:62]1)=[O:59])[CH3:56]. (2) Given the product [CH:26]1([CH2:25][CH2:24][CH2:23][N:18]2[CH2:19][CH2:20][CH:15]([NH:14][C:11]3[CH:10]=[CH:9][C:8]([CH3:21])=[CH:13][CH:12]=3)[CH2:16][CH2:17]2)[CH2:31][CH2:30][CH2:29][CH2:28][CH2:27]1, predict the reactants needed to synthesize it. The reactants are: FC(F)(F)C(O)=O.[C:8]1([CH3:21])[CH:13]=[CH:12][C:11]([NH:14][CH:15]2[CH2:20][CH2:19][NH:18][CH2:17][CH2:16]2)=[CH:10][CH:9]=1.Br[CH2:23][CH2:24][CH2:25][CH:26]1[CH2:31][CH2:30][CH2:29][CH2:28][CH2:27]1.C(=O)([O-])[O-].[K+].[K+].ClCCl. (3) The reactants are: [Cl:1][C:2]1[C:3]([CH2:9][CH3:10])=[C:4]([OH:8])[CH:5]=[CH:6][CH:7]=1.[F:11][C:12]([F:31])([F:30])[S:13](N(C1C=CC=CC=1)[S:13]([C:12]([F:31])([F:30])[F:11])(=[O:15])=[O:14])(=[O:15])=[O:14].O. Given the product [F:11][C:12]([F:31])([F:30])[S:13]([O:8][C:4]1[CH:5]=[CH:6][CH:7]=[C:2]([Cl:1])[C:3]=1[CH2:9][CH3:10])(=[O:15])=[O:14], predict the reactants needed to synthesize it. (4) Given the product [CH3:1][O:2][C:3]1[CH:4]=[CH:5][C:6]2[O:10][C:9]([CH:11]([OH:12])[CH2:15][CH:16]([CH3:18])[CH3:17])=[C:8]([CH3:13])[C:7]=2[CH:14]=1, predict the reactants needed to synthesize it. The reactants are: [CH3:1][O:2][C:3]1[CH:4]=[CH:5][C:6]2[O:10][C:9]([CH:11]=[O:12])=[C:8]([CH3:13])[C:7]=2[CH:14]=1.[CH2:15]([Mg]Br)[CH:16]([CH3:18])[CH3:17].[Cl-].[NH4+]. (5) Given the product [C:1]([O-:7])(=[O:6])[C:2]([CH3:5])([CH3:4])[CH3:3].[Zn+2:13].[C:1]([O-:7])(=[O:6])[C:2]([CH3:5])([CH3:4])[CH3:3], predict the reactants needed to synthesize it. The reactants are: [C:1]([OH:7])(=[O:6])[C:2]([CH3:5])([CH3:4])[CH3:3].C[Li].C.[Cl-].[Cl-].[Zn+2:13].C1COCC1.